Task: Regression. Given a peptide amino acid sequence and an MHC pseudo amino acid sequence, predict their binding affinity value. This is MHC class I binding data.. Dataset: Peptide-MHC class I binding affinity with 185,985 pairs from IEDB/IMGT The peptide sequence is NQQVTNSKY. The MHC is HLA-A26:03 with pseudo-sequence HLA-A26:03. The binding affinity (normalized) is 0.0847.